From a dataset of Full USPTO retrosynthesis dataset with 1.9M reactions from patents (1976-2016). Predict the reactants needed to synthesize the given product. (1) Given the product [O:29]1[C:25]2[CH:24]=[C:23]([O:21][C@@H:14]([C:15]3[CH:16]=[CH:17][CH:18]=[CH:19][CH:20]=3)[C@@H:10]3[O:11][CH2:12][CH2:13][NH:8][CH2:9]3)[CH:31]=[CH:30][C:26]=2[CH:27]=[CH:28]1, predict the reactants needed to synthesize it. The reactants are: C(OC([N:8]1[CH2:13][CH2:12][O:11][CH:10]([CH:14]([OH:21])[C:15]2[CH:20]=[CH:19][CH:18]=[CH:17][CH:16]=2)[CH2:9]1)=O)(C)(C)C.O[C:23]1[CH:31]=[CH:30][C:26]2[CH:27]=[CH:28][O:29][C:25]=2[CH:24]=1.S([O-])(=O)(=O)C. (2) Given the product [NH2:10][C:3]1[CH:4]=[C:5]([CH:8]=[CH:9][C:2]=1[F:1])[C:6]#[N:7], predict the reactants needed to synthesize it. The reactants are: [F:1][C:2]1[CH:9]=[CH:8][C:5]([C:6]#[N:7])=[CH:4][C:3]=1[N+:10]([O-])=O. (3) Given the product [CH3:1][C:2]([NH:6][C:36]([NH:35][C:27](=[O:34])[C:28]1[CH:29]=[CH:30][CH:31]=[CH:32][CH:33]=1)=[S:37])([CH3:5])[CH2:3][NH:4][C:7]([C:20]1[CH:25]=[CH:24][CH:23]=[CH:22][CH:21]=1)([C:14]1[CH:19]=[CH:18][CH:17]=[CH:16][CH:15]=1)[C:8]1[CH:13]=[CH:12][CH:11]=[CH:10][CH:9]=1, predict the reactants needed to synthesize it. The reactants are: [CH3:1][C:2]([NH2:6])([CH3:5])[CH2:3][NH2:4].[C:7](Cl)([C:20]1[CH:25]=[CH:24][CH:23]=[CH:22][CH:21]=1)([C:14]1[CH:19]=[CH:18][CH:17]=[CH:16][CH:15]=1)[C:8]1[CH:13]=[CH:12][CH:11]=[CH:10][CH:9]=1.[C:27]([N:35]=[C:36]=[S:37])(=[O:34])[C:28]1[CH:33]=[CH:32][CH:31]=[CH:30][CH:29]=1. (4) Given the product [OH2:6].[OH2:13].[C:3]([O-:9])(=[O:8])[CH2:4][C:5]([CH3:7])=[O:6].[Cu+2:20].[C:3]([O-:9])(=[O:8])[CH2:4][C:5]([CH3:7])=[O:6], predict the reactants needed to synthesize it. The reactants are: [OH-].[Na+].[C:3]([O:9]CC)(=[O:8])[CH2:4][C:5]([CH3:7])=[O:6].[N+]([O-])(O)=[O:13].[N+]([O-])([O-])=O.[Cu+2:20].[N+]([O-])([O-])=O. (5) Given the product [Cl:22][C:12]1[C:11]2[C:15]([CH3:19])=[N:16][N:17]([CH3:18])[C:10]=2[CH:9]=[C:8]([C:5]2[CH:6]=[CH:7][C:2]([F:1])=[CH:3][CH:4]=2)[N:13]=1, predict the reactants needed to synthesize it. The reactants are: [F:1][C:2]1[CH:7]=[CH:6][C:5]([C:8]2[NH:13][C:12](=O)[C:11]3[C:15]([CH3:19])=[N:16][N:17]([CH3:18])[C:10]=3[CH:9]=2)=[CH:4][CH:3]=1.O=P(Cl)(Cl)[Cl:22]. (6) Given the product [C:8]([C:5]1[N:6]([CH3:7])[C:2]([NH:1][C:28](=[O:29])[CH2:27][CH:26]([CH3:31])[CH2:25][C:23]([NH:22][C:18]2[CH:17]=[C:16]3[C:21](=[CH:20][CH:19]=2)[N:12]([CH2:10][CH3:11])[C:13](=[O:35])[N:14]([CH2:33][CH3:34])[C:15]3=[O:32])=[O:24])=[CH:3][CH:4]=1)#[N:9], predict the reactants needed to synthesize it. The reactants are: [NH2:1][C:2]1[N:6]([CH3:7])[C:5]([C:8]#[N:9])=[CH:4][CH:3]=1.[CH2:10]([N:12]1[C:21]2[C:16](=[CH:17][C:18]([NH:22][C:23]([CH2:25][CH:26]([CH3:31])[CH2:27][C:28](O)=[O:29])=[O:24])=[CH:19][CH:20]=2)[C:15](=[O:32])[N:14]([CH2:33][CH3:34])[C:13]1=[O:35])[CH3:11].CCN(C(C)C)C(C)C.C(P1(=O)OP(CCC)(=O)OP(CCC)(=O)O1)CC. (7) Given the product [CH3:28][O:29][C:30]1[C:31](=[O:54])[C:32]([CH3:53])=[C:33]([CH2:39][C:40]2[C:41]([O:49][C:50](=[O:52])[CH3:51])=[C:42]([CH:46]=[CH:47][CH:48]=2)[C:43]([NH:7][C:6]2[CH:8]=[CH:9][C:3]([C:2]([F:10])([F:11])[F:1])=[CH:4][CH:5]=2)=[O:44])[C:34](=[O:38])[C:35]=1[O:36][CH3:37], predict the reactants needed to synthesize it. The reactants are: [F:1][C:2]([F:11])([F:10])[C:3]1[CH:9]=[CH:8][C:6]([NH2:7])=[CH:5][CH:4]=1.C(N(CC)CC)C.[Cl-].ClC1N(C)CC[NH+]1C.[CH3:28][O:29][C:30]1[C:31](=[O:54])[C:32]([CH3:53])=[C:33]([CH2:39][C:40]2[C:41]([O:49][C:50](=[O:52])[CH3:51])=[C:42]([CH:46]=[CH:47][CH:48]=2)[C:43](O)=[O:44])[C:34](=[O:38])[C:35]=1[O:36][CH3:37].